This data is from Forward reaction prediction with 1.9M reactions from USPTO patents (1976-2016). The task is: Predict the product of the given reaction. (1) Given the reactants Cl.[F:2][C:3]([F:13])([F:12])[CH:4]1[CH2:10][CH:9]2[NH:11][CH:6]([CH2:7][CH2:8]2)[CH2:5]1.[Cl:14][C:15]1[CH:20]=[C:19](I)[C:18]([F:22])=[CH:17][N:16]=1.CC1(C)C2C(=C(P(C3C=CC=CC=3)C3C=CC=CC=3)C=CC=2)OC2C(P(C3C=CC=CC=3)C3C=CC=CC=3)=CC=CC1=2.C([O-])([O-])=O.[Cs+].[Cs+], predict the reaction product. The product is: [Cl:14][C:15]1[CH:20]=[C:19]([N:11]2[CH:9]3[CH2:8][CH2:7][CH:6]2[CH2:5][CH:4]([C:3]([F:2])([F:12])[F:13])[CH2:10]3)[C:18]([F:22])=[CH:17][N:16]=1. (2) Given the reactants C1(P(C2C=CC=CC=2)C2C=CC=C3C=2OC2C(P(C4C=CC=CC=4)C4C=CC=CC=4)=CC=CC=2C3(C)C)C=CC=CC=1.CCN(C(C)C)C(C)C.[CH2:52]([SH:54])[CH3:53].I[C:56]1[CH:61]=[CH:60][C:59]([O:62][C:63]([F:66])([F:65])[F:64])=[CH:58][C:57]=1[N+:67]([O-:69])=[O:68], predict the reaction product. The product is: [CH2:52]([S:54][C:56]1[CH:61]=[CH:60][C:59]([O:62][C:63]([F:66])([F:64])[F:65])=[CH:58][C:57]=1[N+:67]([O-:69])=[O:68])[CH3:53]. (3) Given the reactants [C:1]1([C:7](=[O:12])[C:8](=[N:10]O)[CH3:9])[CH:6]=[CH:5][CH:4]=[CH:3][CH:2]=1, predict the reaction product. The product is: [NH2:10][CH:8]([CH3:9])[CH:7]([C:1]1[CH:6]=[CH:5][CH:4]=[CH:3][CH:2]=1)[OH:12]. (4) The product is: [Cl:35][C:29]1[CH:30]=[CH:31][CH:32]=[C:33]([F:34])[C:28]=1[CH2:27][NH:26][C:23]1[CH:22]=[CH:21][C:20]([CH2:19][C:12]2[C:13]3[C:14](=[N:15][CH:16]=[CH:17][CH:18]=3)[NH:10][CH:11]=2)=[CH:25][N:24]=1. Given the reactants C1(S([N:10]2[C:14]3=[N:15][CH:16]=[CH:17][CH:18]=[C:13]3[C:12]([CH2:19][C:20]3[CH:21]=[CH:22][C:23]([NH:26][CH2:27][C:28]4[C:33]([F:34])=[CH:32][CH:31]=[CH:30][C:29]=4[Cl:35])=[N:24][CH:25]=3)=[CH:11]2)(=O)=O)C=CC=CC=1.CO.[OH-].[K+], predict the reaction product.